From a dataset of Full USPTO retrosynthesis dataset with 1.9M reactions from patents (1976-2016). Predict the reactants needed to synthesize the given product. Given the product [CH2:18]([O:17][C:15](=[O:16])[CH:14]=[C:11]1[CH2:12][CH2:13][N:8]([C:27]([O:29][C:30]([CH3:31])([CH3:32])[CH3:33])=[O:34])[CH2:9][CH2:10]1)[CH3:19], predict the reactants needed to synthesize it. The reactants are: C([N:8]1[CH2:13][CH2:12][C:11](=[CH:14][C:15]([O:17][CH2:18][CH3:19])=[O:16])[CH2:10][CH2:9]1)C1C=CC=CC=1.ClC(OC(Cl)C)=O.[C:27]([O:34]C([O-])=O)([O:29][C:30]([CH3:33])([CH3:32])[CH3:31])=O.